From a dataset of Catalyst prediction with 721,799 reactions and 888 catalyst types from USPTO. Predict which catalyst facilitates the given reaction. (1) Reactant: [O:1]=[C:2]1[NH:8][CH2:7][CH2:6][CH2:5][N:4]2[C:9]3[N:15]=[C:14]([C:16]([OH:18])=O)[CH:13]=[CH:12][C:10]=3[CH:11]=[C:3]12.C1CN([P+](ON2N=NC3C=CC=CC2=3)(N2CCCC2)N2CCCC2)CC1.F[P-](F)(F)(F)(F)F.[C:52]([N:71]1[CH:75]=[C:74]([C:76]2[CH:77]=[C:78]([NH2:82])[CH:79]=[CH:80][CH:81]=2)[N:73]=[CH:72]1)([C:65]1[CH:70]=[CH:69][CH:68]=[CH:67][CH:66]=1)([C:59]1[CH:64]=[CH:63][CH:62]=[CH:61][CH:60]=1)[C:53]1[CH:58]=[CH:57][CH:56]=[CH:55][CH:54]=1.C(N(CC)CC)C. Product: [O:1]=[C:2]1[NH:8][CH2:7][CH2:6][CH2:5][N:4]2[C:9]3[N:15]=[C:14]([C:16]([NH:82][C:78]4[CH:79]=[CH:80][CH:81]=[C:76]([C:74]5[N:73]=[CH:72][N:71]([C:52]([C:65]6[CH:66]=[CH:67][CH:68]=[CH:69][CH:70]=6)([C:59]6[CH:60]=[CH:61][CH:62]=[CH:63][CH:64]=6)[C:53]6[CH:58]=[CH:57][CH:56]=[CH:55][CH:54]=6)[CH:75]=5)[CH:77]=4)=[O:18])[CH:13]=[CH:12][C:10]=3[CH:11]=[C:3]12. The catalyst class is: 18. (2) Reactant: [H-].[Na+].ClC1C2N=C(CC(F)(F)F)[N:9](Cl)C=2C=CC=1.[Cl:19][C:20]1[CH:21]=[C:22]2[C:26](=[CH:27][C:28]=1[Cl:29])[NH:25][C:24]([CH2:30][C:31]([F:34])([F:33])[F:32])=C2.[CH3:35][O:36][C:37]1[CH:44]=[CH:43][C:40]([CH2:41]Cl)=[CH:39][CH:38]=1.[I-].[K+].[NH4+].[Cl-]. Product: [Cl:29][C:28]1[C:20]([Cl:19])=[CH:21][C:22]2[N:9]([CH2:41][C:40]3[CH:43]=[CH:44][C:37]([O:36][CH3:35])=[CH:38][CH:39]=3)[C:24]([CH2:30][C:31]([F:32])([F:33])[F:34])=[N:25][C:26]=2[CH:27]=1. The catalyst class is: 3. (3) Reactant: [CH3:1][C:2]1[CH:7]=[CH:6][C:5]([C:8]2[N:12]([C:13]3[CH:14]=[CH:15][C:16]4[S:20](=[O:22])(=[O:21])[NH:19][C:18](=[O:23])[C:17]=4[CH:24]=3)[N:11]=[C:10]([C:25]([F:28])([F:27])[F:26])[CH:9]=2)=[CH:4][CH:3]=1.[H-].[Al+3].[Li+].[H-].[H-].[H-]. Product: [OH:23][CH2:18][C:17]1[CH:24]=[C:13]([N:12]2[C:8]([C:5]3[CH:4]=[CH:3][C:2]([CH3:1])=[CH:7][CH:6]=3)=[CH:9][C:10]([C:25]([F:27])([F:28])[F:26])=[N:11]2)[CH:14]=[CH:15][C:16]=1[S:20]([NH2:19])(=[O:22])=[O:21]. The catalyst class is: 1. (4) Reactant: [Br:1][C:2]1[CH:9]=[CH:8][C:5]([CH:6]=O)=[CH:4][CH:3]=1.C([O-])(=O)C.[Na+].Cl.[NH2:16][OH:17]. Product: [Br:1][C:2]1[CH:9]=[CH:8][C:5]([CH:6]=[N:16][OH:17])=[CH:4][CH:3]=1. The catalyst class is: 40. (5) Reactant: Br[C:2]1[CH:7]=[CH:6][C:5]([CH2:8][CH2:9][CH2:10][CH3:11])=[CH:4][CH:3]=1.[Mg].BrCCBr.[C:17]1([C:27]#N)[C:26]2[C:21](=[CH:22][CH:23]=[CH:24][CH:25]=2)[CH:20]=[CH:19][N:18]=1.Cl.[OH-:30].[Na+]. Product: [CH2:8]([C:5]1[CH:6]=[CH:7][C:2]([C:27]([C:17]2[C:26]3[C:21](=[CH:22][CH:23]=[CH:24][CH:25]=3)[CH:20]=[CH:19][N:18]=2)=[O:30])=[CH:3][CH:4]=1)[CH2:9][CH2:10][CH3:11]. The catalyst class is: 111.